From a dataset of Forward reaction prediction with 1.9M reactions from USPTO patents (1976-2016). Predict the product of the given reaction. (1) Given the reactants [NH2:1][C:2]1[N:6]([CH3:7])[N:5]=[CH:4][C:3]=1[C:8]([NH:10][CH2:11][CH2:12][C:13]1[CH:18]=[CH:17][CH:16]=[C:15]([F:19])[CH:14]=1)=[O:9].[CH2:20]([O:27][C:28]1[CH:36]=[CH:35][CH:34]=[CH:33][C:29]=1[C:30](Cl)=[O:31])[C:21]1[CH:26]=[CH:25][CH:24]=[CH:23][CH:22]=1, predict the reaction product. The product is: [F:19][C:15]1[CH:14]=[C:13]([CH2:12][CH2:11][NH:10][C:8]([C:3]2[CH:4]=[N:5][N:6]([CH3:7])[C:2]=2[NH:1][C:30]([C:29]2[CH:33]=[CH:34][CH:35]=[CH:36][C:28]=2[O:27][CH2:20][C:21]2[CH:26]=[CH:25][CH:24]=[CH:23][CH:22]=2)=[O:31])=[O:9])[CH:18]=[CH:17][CH:16]=1. (2) Given the reactants [N:1]1([C:6]2[N:11]=[C:10]([CH2:12][C:13]([O:15]C)=[O:14])[CH:9]=[CH:8][CH:7]=2)[CH:5]=[N:4][N:3]=[N:2]1.[OH-].[Li+], predict the reaction product. The product is: [N:1]1([C:6]2[N:11]=[C:10]([CH2:12][C:13]([OH:15])=[O:14])[CH:9]=[CH:8][CH:7]=2)[CH:5]=[N:4][N:3]=[N:2]1.